Task: Binary Classification. Given a T-cell receptor sequence (or CDR3 region) and an epitope sequence, predict whether binding occurs between them.. Dataset: TCR-epitope binding with 47,182 pairs between 192 epitopes and 23,139 TCRs (1) The epitope is TLIGDCATV. The TCR CDR3 sequence is CASSLSGWEGANVLTF. Result: 1 (the TCR binds to the epitope). (2) The epitope is FLNGSCGSV. The TCR CDR3 sequence is CASSSDFSTDTQYF. Result: 0 (the TCR does not bind to the epitope). (3) The epitope is NLNESLIDL. The TCR CDR3 sequence is CASSWGLGSYEQYF. Result: 1 (the TCR binds to the epitope). (4) The epitope is RLFRKSNLK. The TCR CDR3 sequence is CASRETGELFF. Result: 0 (the TCR does not bind to the epitope). (5) The epitope is SEISMDNSPNL. The TCR CDR3 sequence is CASSDWRTSPWNEQFF. Result: 0 (the TCR does not bind to the epitope).